From a dataset of Forward reaction prediction with 1.9M reactions from USPTO patents (1976-2016). Predict the product of the given reaction. (1) Given the reactants [CH3:1][N:2]1[C:6]2=[N:7][CH:8]=[C:9]([C:11](O)=[O:12])[CH:10]=[C:5]2[N:4]=[C:3]1[NH:14][C:15]1[S:16][C:17]2[CH:23]=[C:22]([O:24][C:25]([F:28])([F:27])[F:26])[CH:21]=[CH:20][C:18]=2[N:19]=1.[NH2:29][CH2:30][CH:31]([OH:33])[CH3:32].CN(C(ON1N=NC2C=CC=CC1=2)=[N+](C)C)C.F[P-](F)(F)(F)(F)F.CCN(C(C)C)C(C)C, predict the reaction product. The product is: [OH:33][CH:31]([CH3:32])[CH2:30][NH:29][C:11]([C:9]1[CH:10]=[C:5]2[N:4]=[C:3]([NH:14][C:15]3[S:16][C:17]4[CH:23]=[C:22]([O:24][C:25]([F:26])([F:28])[F:27])[CH:21]=[CH:20][C:18]=4[N:19]=3)[N:2]([CH3:1])[C:6]2=[N:7][CH:8]=1)=[O:12]. (2) Given the reactants [N:1]1([C:7]2[CH:8]=[CH:9][C:10]3[N:11]([C:13]([C:16]([F:19])([F:18])[F:17])=[N:14][N:15]=3)[N:12]=2)[CH2:6][CH2:5][NH:4][CH2:3][CH2:2]1.[CH3:20][O:21][C:22]1[CH:29]=[CH:28][CH:27]=[CH:26][C:23]=1[CH:24]=O, predict the reaction product. The product is: [CH3:20][O:21][C:22]1[CH:29]=[CH:28][CH:27]=[CH:26][C:23]=1[CH2:24][N:4]1[CH2:3][CH2:2][N:1]([C:7]2[CH:8]=[CH:9][C:10]3[N:11]([C:13]([C:16]([F:17])([F:18])[F:19])=[N:14][N:15]=3)[N:12]=2)[CH2:6][CH2:5]1. (3) Given the reactants [CH3:1][C:2]1([CH3:13])[C:10]2[C:5](=[C:6]([NH2:11])[CH:7]=[CH:8][CH:9]=2)[C@H:4]([CH3:12])[CH2:3]1.C(N(CC)CC)C.[CH3:21][N:22]1[CH:26]=[C:25]([C:27](Cl)=[O:28])[C:24]([CH:30]([F:32])[F:31])=[N:23]1, predict the reaction product. The product is: [CH3:1][C:2]1([CH3:13])[C:10]2[C:5](=[C:6]([NH:11][C:27]([C:25]3[C:24]([CH:30]([F:32])[F:31])=[N:23][N:22]([CH3:21])[CH:26]=3)=[O:28])[CH:7]=[CH:8][CH:9]=2)[C@H:4]([CH3:12])[CH2:3]1. (4) Given the reactants Br[C:2]1[CH:11]=[N:10][C:9]2[N:8]([CH2:12][C:13]3[CH:18]=[CH:17][C:16]([O:19][CH3:20])=[CH:15][CH:14]=3)[C:7](=[O:21])[N:6]3[N:22]=[CH:23][N:24]=[C:5]3[C:4]=2[CH:3]=1.[CH:25]1([N:28]2[CH2:33][CH2:32][NH:31][CH2:30][CH2:29]2)[CH2:27][CH2:26]1.C1(P(C2C=CC=CC=2)C2C=CC3C(=CC=CC=3)C=2C2C3C(=CC=CC=3)C=CC=2P(C2C=CC=CC=2)C2C=CC=CC=2)C=CC=CC=1.C(=O)([O-])[O-].[Cs+].[Cs+], predict the reaction product. The product is: [CH:25]1([N:28]2[CH2:33][CH2:32][N:31]([C:2]3[CH:11]=[N:10][C:9]4[N:8]([CH2:12][C:13]5[CH:18]=[CH:17][C:16]([O:19][CH3:20])=[CH:15][CH:14]=5)[C:7](=[O:21])[N:6]5[N:22]=[CH:23][N:24]=[C:5]5[C:4]=4[CH:3]=3)[CH2:30][CH2:29]2)[CH2:27][CH2:26]1.